Task: Predict the reactants needed to synthesize the given product.. Dataset: Full USPTO retrosynthesis dataset with 1.9M reactions from patents (1976-2016) (1) Given the product [NH2:20][C:16]1[CH:15]=[C:14]([C:11]2[CH2:10][CH:9]([C:3]3[C:4]([Cl:8])=[CH:5][CH:6]=[CH:7][C:2]=3[Cl:1])[O:13][N:12]=2)[CH:19]=[CH:18][CH:17]=1, predict the reactants needed to synthesize it. The reactants are: [Cl:1][C:2]1[CH:7]=[CH:6][CH:5]=[C:4]([Cl:8])[C:3]=1[CH:9]1[O:13][N:12]=[C:11]([C:14]2[CH:19]=[CH:18][CH:17]=[C:16]([N+:20]([O-])=O)[CH:15]=2)[CH2:10]1.[Cl-].[NH4+]. (2) Given the product [CH2:27]([O:26][C:24](=[O:25])[CH2:23][C:21]1[CH:20]=[CH:19][C:18]([O:29][CH3:30])=[C:17]([O:16][C:15]2[CH:14]=[CH:13][C:9]([C:10](=[O:11])[N:32]([CH:33]([CH3:35])[CH3:34])[CH3:31])=[CH:8][C:7]=2[CH2:6][S:5][C:1]([CH3:2])([CH3:4])[CH3:3])[CH:22]=1)[CH3:28], predict the reactants needed to synthesize it. The reactants are: [C:1]([S:5][CH2:6][C:7]1[CH:8]=[C:9]([CH:13]=[CH:14][C:15]=1[O:16][C:17]1[CH:22]=[C:21]([CH2:23][C:24]([O:26][CH2:27][CH3:28])=[O:25])[CH:20]=[CH:19][C:18]=1[O:29][CH3:30])[C:10](O)=[O:11])([CH3:4])([CH3:3])[CH3:2].[CH3:31][NH:32][CH:33]([CH3:35])[CH3:34]. (3) Given the product [Cl:56][C:5]1[C:6]2[S:10][C:9]([C:11]3[CH:12]=[C:13]([CH:31]=[CH:32][CH:33]=3)[C:14]([NH:16][CH2:17][CH2:18][CH:19]3[CH2:20][CH2:21][N:22]([C:25]4[CH:30]=[CH:29][N:28]=[CH:27][CH:26]=4)[CH2:23][CH2:24]3)=[O:15])=[N:8][C:7]=2[CH:2]=[CH:3][CH:4]=1, predict the reactants needed to synthesize it. The reactants are: Cl[C:2]1[C:7]2[N:8]=[C:9]([C:11]3[CH:12]=[C:13]([CH:31]=[CH:32][CH:33]=3)[C:14]([NH:16][CH2:17][CH2:18][CH:19]3[CH2:24][CH2:23][N:22]([C:25]4[CH:30]=[CH:29][N:28]=[CH:27][CH:26]=4)[CH2:21][CH2:20]3)=[O:15])[S:10][C:6]=2[CH:5]=[CH:4][CH:3]=1.FC(F)(F)C(O)=O.N1(C2C=CN=CC=2)CCC(CCN)CC1.[Cl:56]C1C2SC(C3C=C(C=CC=3)C(O)=O)=NC=2C=CC=1.ClC1C2N=C(C3C=C(B(O)O)C=CC=3)SC=2C=CC=1.C(C1C=C(C=CC=1)C(OC)=O)=O. (4) Given the product [ClH:1].[CH3:39][O:38][C:36]([C:33]1[CH:32]=[C:31]([CH2:29][N:16]2[CH2:17][C@@H:18]([C:19]3[CH:20]=[CH:21][C:22]([C:23]#[N:24])=[CH:25][CH:26]=3)[C@:12]3([N:11]([CH3:27])[C:10](=[O:28])[N:9]([C:4]4[CH:5]=[C:6]([Cl:8])[CH:7]=[C:2]([Cl:1])[CH:3]=4)[C:13]3=[O:14])[CH2:15]2)[S:35][CH:34]=1)=[O:37], predict the reactants needed to synthesize it. The reactants are: [Cl:1][C:2]1[CH:3]=[C:4]([N:9]2[C:13](=[O:14])[C@@:12]3([C@H:18]([C:19]4[CH:26]=[CH:25][C:22]([C:23]#[N:24])=[CH:21][CH:20]=4)[CH2:17][NH:16][CH2:15]3)[N:11]([CH3:27])[C:10]2=[O:28])[CH:5]=[C:6]([Cl:8])[CH:7]=1.[CH:29]([C:31]1[S:35][CH:34]=[C:33]([C:36]([O:38][CH3:39])=[O:37])[CH:32]=1)=O.C(N(CC)CC)C.C(O)(=O)C.C(O[BH-](OC(=O)C)OC(=O)C)(=O)C.[Na+]. (5) Given the product [O:27]=[C:22]1[C:23]2[C:18](=[C:17]([C:13]3[CH:14]=[CH:15][CH:16]=[C:11]([C:10]([F:28])([F:29])[F:9])[CH:12]=3)[CH:26]=[CH:25][CH:24]=2)[CH2:19][CH2:20][CH:21]1[CH2:31][C:32]1[CH:41]=[CH:40][C:35]([C:36]([O:38][CH3:39])=[O:37])=[CH:34][CH:33]=1, predict the reactants needed to synthesize it. The reactants are: C([N-]C(C)C)(C)C.[Li+].[F:9][C:10]([F:29])([F:28])[C:11]1[CH:12]=[C:13]([C:17]2[CH:26]=[CH:25][CH:24]=[C:23]3[C:18]=2[CH2:19][CH2:20][CH2:21][C:22]3=[O:27])[CH:14]=[CH:15][CH:16]=1.Br[CH2:31][C:32]1[CH:41]=[CH:40][C:35]([C:36]([O:38][CH3:39])=[O:37])=[CH:34][CH:33]=1. (6) Given the product [Br:19][C:7]1[C:8]([OH:10])=[CH:9][C:2]([Cl:1])=[C:3]([CH:6]=1)[C:4]#[N:5], predict the reactants needed to synthesize it. The reactants are: [Cl:1][C:2]1[CH:9]=[C:8]([OH:10])[CH:7]=[CH:6][C:3]=1[C:4]#[N:5].FC(F)(F)S(O)(=O)=O.[Br:19]N1C(=O)CCC1=O. (7) The reactants are: [C:1]([O:5][C:6]([N:8]([C:33]1[N:38]=[C:37]([C:39]([F:42])([F:41])[F:40])[CH:36]=[CH:35][N:34]=1)[C:9]1[CH:10]=[C:11]([C:16]2[S:20][C:19]([C:21]3([OH:32])[CH2:26][CH2:25][CH:24]([C:27]([O:29][CH2:30][CH3:31])=[O:28])[CH2:23][CH2:22]3)=[N:18][CH:17]=2)[CH:12]=[C:13]([CH3:15])[CH:14]=1)=[O:7])([CH3:4])([CH3:3])[CH3:2].I[CH3:44].[H-].[Na+]. Given the product [C:1]([O:5][C:6]([N:8]([C:33]1[N:38]=[C:37]([C:39]([F:40])([F:41])[F:42])[CH:36]=[CH:35][N:34]=1)[C:9]1[CH:10]=[C:11]([C:16]2[S:20][C:19]([C:21]3([O:32][CH3:44])[CH2:22][CH2:23][CH:24]([C:27]([O:29][CH2:30][CH3:31])=[O:28])[CH2:25][CH2:26]3)=[N:18][CH:17]=2)[CH:12]=[C:13]([CH3:15])[CH:14]=1)=[O:7])([CH3:2])([CH3:3])[CH3:4], predict the reactants needed to synthesize it. (8) Given the product [C:1]([O:5][C:6](=[O:25])[NH:7][C:8]1[O:9][CH2:10][C:11]([F:23])([F:24])[C@:12]([C:15]2[C:20]([F:21])=[CH:19][CH:18]=[C:17]([NH:22][C:37]([C:28]3[C:27]([Cl:26])=[CH:32][C:31]([C:33]([F:35])([F:34])[F:36])=[CH:30][N:29]=3)=[O:38])[N:16]=2)([CH3:14])[N:13]=1)([CH3:2])([CH3:3])[CH3:4], predict the reactants needed to synthesize it. The reactants are: [C:1]([O:5][C:6](=[O:25])[NH:7][C:8]1[O:9][CH2:10][C:11]([F:24])([F:23])[C@:12]([C:15]2[C:20]([F:21])=[CH:19][CH:18]=[C:17]([NH2:22])[N:16]=2)([CH3:14])[N:13]=1)([CH3:4])([CH3:3])[CH3:2].[Cl:26][C:27]1[C:28]([C:37](O)=[O:38])=[N:29][CH:30]=[C:31]([C:33]([F:36])([F:35])[F:34])[CH:32]=1.C1C=NC2N(O)N=NC=2C=1.C(Cl)CCl. (9) Given the product [CH2:1]([O:7][C:8]1[CH:28]=[CH:27][C:11]([C:12]([OH:13])([C:29]2[CH:34]=[CH:33][CH:32]=[CH:31][CH:30]=2)[C:14]2[CH:15]=[CH:16][C:17]([O:20][CH2:21][CH:22]=[CH:23][CH:24]=[CH:25][CH3:26])=[CH:18][CH:19]=2)=[CH:10][CH:9]=1)[CH:2]=[CH:3][CH:4]=[CH:5][CH3:6], predict the reactants needed to synthesize it. The reactants are: [CH2:1]([O:7][C:8]1[CH:28]=[CH:27][C:11]([C:12]([C:14]2[CH:19]=[CH:18][C:17]([O:20][CH2:21][CH:22]=[CH:23][CH:24]=[CH:25][CH3:26])=[CH:16][CH:15]=2)=[O:13])=[CH:10][CH:9]=1)[CH:2]=[CH:3][CH:4]=[CH:5][CH3:6].[C:29]1([Mg]Br)[CH:34]=[CH:33][CH:32]=[CH:31][CH:30]=1.